The task is: Predict the reactants needed to synthesize the given product.. This data is from Full USPTO retrosynthesis dataset with 1.9M reactions from patents (1976-2016). Given the product [CH3:7][O:8][C:9](=[O:34])[CH2:10][CH2:11][CH2:12][CH2:13][CH2:14][NH:15][C:16]1[C:17]2[C:24]([C:25]3[CH:30]=[CH:29][C:28]([O:31][CH3:32])=[CH:27][CH:26]=3)=[C:23]([C:38]3[CH:39]=[CH:40][CH:41]=[CH:42][C:37]=3[CH:35]=[CH2:36])[O:22][C:18]=2[N:19]=[CH:20][N:21]=1, predict the reactants needed to synthesize it. The reactants are: C(=O)([O-])[O-].[K+].[K+].[CH3:7][O:8][C:9](=[O:34])[CH2:10][CH2:11][CH2:12][CH2:13][CH2:14][NH:15][C:16]1[C:17]2[C:24]([C:25]3[CH:30]=[CH:29][C:28]([O:31][CH3:32])=[CH:27][CH:26]=3)=[C:23](Br)[O:22][C:18]=2[N:19]=[CH:20][N:21]=1.[CH:35]([C:37]1[CH:42]=[CH:41][CH:40]=[CH:39][C:38]=1B(O)O)=[CH2:36].